The task is: Regression. Given two drug SMILES strings and cell line genomic features, predict the synergy score measuring deviation from expected non-interaction effect.. This data is from NCI-60 drug combinations with 297,098 pairs across 59 cell lines. (1) Drug 1: COC1=C(C=C2C(=C1)N=CN=C2NC3=CC(=C(C=C3)F)Cl)OCCCN4CCOCC4. Drug 2: C1=CC(=CC=C1C#N)C(C2=CC=C(C=C2)C#N)N3C=NC=N3. Cell line: SF-539. Synergy scores: CSS=5.01, Synergy_ZIP=-3.10, Synergy_Bliss=-2.84, Synergy_Loewe=-1.52, Synergy_HSA=-0.725. (2) Drug 1: CC1=CC=C(C=C1)C2=CC(=NN2C3=CC=C(C=C3)S(=O)(=O)N)C(F)(F)F. Drug 2: C1=NNC2=C1C(=O)NC=N2. Cell line: SF-295. Synergy scores: CSS=1.92, Synergy_ZIP=0.263, Synergy_Bliss=1.61, Synergy_Loewe=-1.96, Synergy_HSA=-2.87. (3) Drug 1: C1=NC2=C(N1)C(=S)N=C(N2)N. Drug 2: C1=CN(C=N1)CC(O)(P(=O)(O)O)P(=O)(O)O. Cell line: SR. Synergy scores: CSS=49.0, Synergy_ZIP=-2.34, Synergy_Bliss=-1.87, Synergy_Loewe=-5.02, Synergy_HSA=0.618. (4) Drug 1: C1CCN(CC1)CCOC2=CC=C(C=C2)C(=O)C3=C(SC4=C3C=CC(=C4)O)C5=CC=C(C=C5)O. Drug 2: CC1CCC2CC(C(=CC=CC=CC(CC(C(=O)C(C(C(=CC(C(=O)CC(OC(=O)C3CCCCN3C(=O)C(=O)C1(O2)O)C(C)CC4CCC(C(C4)OC)OCCO)C)C)O)OC)C)C)C)OC. Cell line: SNB-75. Synergy scores: CSS=9.96, Synergy_ZIP=0.424, Synergy_Bliss=2.29, Synergy_Loewe=-5.33, Synergy_HSA=1.21. (5) Drug 1: CC1C(C(=O)NC(C(=O)N2CCCC2C(=O)N(CC(=O)N(C(C(=O)O1)C(C)C)C)C)C(C)C)NC(=O)C3=C4C(=C(C=C3)C)OC5=C(C(=O)C(=C(C5=N4)C(=O)NC6C(OC(=O)C(N(C(=O)CN(C(=O)C7CCCN7C(=O)C(NC6=O)C(C)C)C)C)C(C)C)C)N)C. Drug 2: CC1C(C(CC(O1)OC2CC(CC3=C2C(=C4C(=C3O)C(=O)C5=CC=CC=C5C4=O)O)(C(=O)C)O)N)O. Cell line: HOP-92. Synergy scores: CSS=37.5, Synergy_ZIP=3.22, Synergy_Bliss=5.23, Synergy_Loewe=1.94, Synergy_HSA=5.49. (6) Drug 1: CC1=CC=C(C=C1)C2=CC(=NN2C3=CC=C(C=C3)S(=O)(=O)N)C(F)(F)F. Drug 2: C1=NNC2=C1C(=O)NC=N2. Cell line: UO-31. Synergy scores: CSS=3.83, Synergy_ZIP=-0.916, Synergy_Bliss=0.618, Synergy_Loewe=-0.766, Synergy_HSA=-0.845. (7) Drug 1: CCCS(=O)(=O)NC1=C(C(=C(C=C1)F)C(=O)C2=CNC3=C2C=C(C=N3)C4=CC=C(C=C4)Cl)F. Drug 2: C1=CC(=C2C(=C1NCCNCCO)C(=O)C3=C(C=CC(=C3C2=O)O)O)NCCNCCO. Cell line: A549. Synergy scores: CSS=51.2, Synergy_ZIP=6.64, Synergy_Bliss=5.16, Synergy_Loewe=-4.44, Synergy_HSA=4.71. (8) Drug 1: C1=NC2=C(N1)C(=S)N=C(N2)N. Drug 2: C1=CN(C=N1)CC(O)(P(=O)(O)O)P(=O)(O)O. Cell line: MOLT-4. Synergy scores: CSS=60.2, Synergy_ZIP=3.89, Synergy_Bliss=3.02, Synergy_Loewe=-16.0, Synergy_HSA=3.46.